This data is from Full USPTO retrosynthesis dataset with 1.9M reactions from patents (1976-2016). The task is: Predict the reactants needed to synthesize the given product. (1) The reactants are: [OH:1][CH2:2][CH:3]=[CH:4][C:5]1[NH:6][C:7]2[C:12]([CH:13]=1)=[CH:11][CH:10]=[CH:9][CH:8]=2.[Si:14]([N:21]1[C:25](=[O:26])[CH:24]=[CH:23][C:22]1=[O:27])([C:17]([CH3:20])([CH3:19])[CH3:18])([CH3:16])[CH3:15]. Given the product [Si:14]([N:21]1[C:22](=[O:27])[CH:23]2[CH:24]([CH:3]([CH2:2][OH:1])[CH2:4][C:5]3[NH:6][C:7]4[CH:8]=[CH:9][CH:10]=[CH:11][C:12]=4[C:13]=32)[C:25]1=[O:26])([C:17]([CH3:20])([CH3:19])[CH3:18])([CH3:16])[CH3:15], predict the reactants needed to synthesize it. (2) Given the product [Br:15][C:9]1[C:8]2[C:12](=[CH:13][CH:14]=[C:6]([N+:3]([O-:5])=[O:4])[CH:7]=2)[NH:11][N:10]=1, predict the reactants needed to synthesize it. The reactants are: [OH-].[Na+].[N+:3]([C:6]1[CH:7]=[C:8]2[C:12](=[CH:13][CH:14]=1)[NH:11][N:10]=[CH:9]2)([O-:5])=[O:4].[Br-:15].[Br-].[Br-].[NH+]1C=CC=CC=1.[NH+]1C=CC=CC=1.[NH+]1C=CC=CC=1.Cl. (3) Given the product [I:10][C:9]1[CH:8]=[CH:7][CH:6]=[C:5]2[C:4]=1[C:3](=[O:13])[N:26]([CH2:25][C:24]1[CH:27]=[CH:28][C:21]([O:14][C:15]3[CH:16]=[CH:17][CH:18]=[CH:19][CH:20]=3)=[CH:22][CH:23]=1)[CH2:11]2, predict the reactants needed to synthesize it. The reactants are: CO[C:3](=[O:13])[C:4]1[C:9]([I:10])=[CH:8][CH:7]=[CH:6][C:5]=1[CH2:11]Br.[O:14]([C:21]1[CH:28]=[CH:27][C:24]([CH2:25][NH2:26])=[CH:23][CH:22]=1)[C:15]1[CH:20]=[CH:19][CH:18]=[CH:17][CH:16]=1.C([O-])([O-])=O.[K+].[K+].C(OCC)(=O)C. (4) Given the product [C:5]([O:4][C:2]([NH:9][C:10]([NH2:12])=[NH:11])=[O:3])([CH3:8])([CH3:6])[CH3:7], predict the reactants needed to synthesize it. The reactants are: O.[C:2]([NH:9][C:10]([NH:12]C(OC(C)(C)C)=O)=[NH:11])([O:4][C:5]([CH3:8])([CH3:7])[CH3:6])=[O:3]. (5) Given the product [OH:19][C:20]1[C:21]([O:28][CH3:29])=[C:22]([CH:23]=[CH:1][C:2]2[N:11]([C:12]3[CH:17]=[CH:16][CH:15]=[CH:14][CH:13]=3)[C:10](=[O:18])[C:9]3[C:4](=[CH:5][CH:6]=[CH:7][CH:8]=3)[N:3]=2)[CH:25]=[CH:26][CH:27]=1, predict the reactants needed to synthesize it. The reactants are: [CH3:1][C:2]1[N:11]([C:12]2[CH:17]=[CH:16][CH:15]=[CH:14][CH:13]=2)[C:10](=[O:18])[C:9]2[C:4](=[CH:5][CH:6]=[CH:7][CH:8]=2)[N:3]=1.[OH:19][C:20]1[C:21]([O:28][CH3:29])=[C:22]([CH:25]=[CH:26][CH:27]=1)[CH:23]=O.CC([O-])=O.[Na+]. (6) Given the product [C:1]([O:5][C:6]([N:8]1[CH2:12][C@H:11]([N:13]([CH3:32])[C:14](=[O:19])[C:15]([F:18])([F:16])[F:17])[CH2:10][C@H:9]1[CH2:20][O:21][C:22]1[CH:23]=[CH:24][C:25]([C:26]([O:28][CH3:29])=[O:27])=[CH:30][CH:31]=1)=[O:7])([CH3:4])([CH3:2])[CH3:3], predict the reactants needed to synthesize it. The reactants are: [C:1]([O:5][C:6]([N:8]1[CH2:12][C@H:11]([NH:13][C:14](=[O:19])[C:15]([F:18])([F:17])[F:16])[CH2:10][C@H:9]1[CH2:20][O:21][C:22]1[CH:31]=[CH:30][C:25]([C:26]([O:28][CH3:29])=[O:27])=[CH:24][CH:23]=1)=[O:7])([CH3:4])([CH3:3])[CH3:2].[C:32]([O-])([O-])=O.[K+].[K+].CI.O. (7) Given the product [N:30]1([C:28]([O:27][C@@:3]2([CH2:2][CH3:1])[C:4]3[CH:17]=[C:16]4[N:12]([CH2:13][C:14]5[C:15]4=[N:18][C:19]4[CH:20]=[CH:21][CH:22]=[C:23]([Br:26])[C:24]=4[CH:25]=5)[C:10](=[O:11])[C:5]=3[CH2:6][O:7][C:8]2=[O:9])=[O:29])[CH:34]=[CH:33][N:32]=[CH:31]1, predict the reactants needed to synthesize it. The reactants are: [CH3:1][CH2:2][C@@:3]1([OH:27])[C:8](=[O:9])[O:7][CH2:6][C:5]2[C:10]([N:12]3[C:16](=[CH:17][C:4]1=2)[C:15]1[N:18]=[C:19]2[C:24](=[CH:25][C:14]=1[CH2:13]3)[C:23]([Br:26])=[CH:22][CH:21]=[CH:20]2)=[O:11].[C:28](N1C=CN=C1)([N:30]1[CH:34]=[CH:33][N:32]=[CH:31]1)=[O:29]. (8) The reactants are: [Br:1][C:2]1[CH:7]=[CH:6][C:5]([C:8]2[N:12]([C:13]3[CH:18]=[CH:17][C:16]([S:19]([CH3:22])(=[O:21])=[O:20])=[C:15]([F:23])[CH:14]=3)[N:11]=[CH:10][C:9]=2[N+:24]([O-])=O)=[CH:4][CH:3]=1.[NH4+].[Cl-].O. Given the product [NH2:24][C:9]1[CH:10]=[N:11][N:12]([C:13]2[CH:18]=[CH:17][C:16]([S:19]([CH3:22])(=[O:20])=[O:21])=[C:15]([F:23])[CH:14]=2)[C:8]=1[C:5]1[CH:4]=[CH:3][C:2]([Br:1])=[CH:7][CH:6]=1, predict the reactants needed to synthesize it.